From a dataset of Full USPTO retrosynthesis dataset with 1.9M reactions from patents (1976-2016). Predict the reactants needed to synthesize the given product. (1) Given the product [C:29]([O:28][C:27]([NH:26][CH2:25][CH:24]([O:1][C:2]1[C:7]([NH:8][C:9]2[C:10]3[C:17]([CH3:18])=[C:16]([C:19]([O:21][CH3:22])=[O:20])[S:15][C:11]=3[N:12]=[CH:13][N:14]=2)=[CH:6][CH:5]=[CH:4][N:3]=1)[CH3:34])=[O:33])([CH3:32])([CH3:31])[CH3:30], predict the reactants needed to synthesize it. The reactants are: [OH:1][C:2]1[C:7]([NH:8][C:9]2[C:10]3[C:17]([CH3:18])=[C:16]([C:19]([O:21][CH3:22])=[O:20])[S:15][C:11]=3[N:12]=[CH:13][N:14]=2)=[CH:6][CH:5]=[CH:4][N:3]=1.O[CH:24]([CH3:34])[CH2:25][NH:26][C:27](=[O:33])[O:28][C:29]([CH3:32])([CH3:31])[CH3:30]. (2) Given the product [Br:1][C:2]1[CH:7]=[CH:6][C:5]([S:8][CH:12]2[CH2:17][CH2:16][O:15][CH2:14][CH2:13]2)=[CH:4][CH:3]=1, predict the reactants needed to synthesize it. The reactants are: [Br:1][C:2]1[CH:7]=[CH:6][C:5]([SH:8])=[CH:4][CH:3]=1.[H-].[Na+].Br[CH:12]1[CH2:17][CH2:16][O:15][CH2:14][CH2:13]1. (3) Given the product [Br:7][C:8]1[CH:32]=[CH:31][C:11]([NH:12][C:13]2[C:22]3[C:17](=[CH:18][C:19]([O:25][CH2:26][CH2:27][S:28]([CH2:29][CH3:30])=[O:1])=[C:20]([O:23][CH3:24])[CH:21]=3)[N:16]=[CH:15][N:14]=2)=[C:10]([F:33])[CH:9]=1, predict the reactants needed to synthesize it. The reactants are: [OH:1]OS([O-])=O.[K+].[Br:7][C:8]1[CH:32]=[CH:31][C:11]([NH:12][C:13]2[C:22]3[C:17](=[CH:18][C:19]([O:25][CH2:26][CH2:27][S:28][CH2:29][CH3:30])=[C:20]([O:23][CH3:24])[CH:21]=3)[N:16]=[CH:15][N:14]=2)=[C:10]([F:33])[CH:9]=1. (4) Given the product [Br:11][C:12]1[CH:17]=[CH:16][CH:15]=[CH:14][C:13]=1[O:18][CH2:19][CH2:20][NH:6][CH2:5][CH2:4][C:3]1[CH:7]=[CH:8][CH:9]=[CH:10][C:2]=1[Cl:1], predict the reactants needed to synthesize it. The reactants are: [Cl:1][C:2]1[CH:10]=[CH:9][CH:8]=[CH:7][C:3]=1[CH2:4][CH2:5][NH2:6].[Br:11][C:12]1[CH:17]=[CH:16][CH:15]=[CH:14][C:13]=1[O:18][CH2:19][CH2:20]Cl.C(=O)([O-])[O-].[K+].[K+]. (5) Given the product [NH:1]1[C:9]2[C:4](=[CH:5][CH:6]=[CH:7][CH:8]=2)[C:3](/[CH:10]=[C:11]2\[O:12][C:13]3[C:20]([C:21]#[C:22][CH2:23][CH2:24][CH:25]4[CH2:26][CH2:27][NH:28][CH2:29][CH2:30]4)=[C:19]([O:38][CH3:39])[CH:18]=[CH:17][C:14]=3[C:15]\2=[O:16])=[N:2]1, predict the reactants needed to synthesize it. The reactants are: [NH:1]1[C:9]2[C:4](=[CH:5][CH:6]=[CH:7][CH:8]=2)[C:3](/[CH:10]=[C:11]2\[O:12][C:13]3[C:20]([C:21]#[C:22][CH2:23][CH2:24][CH:25]4[CH2:30][CH2:29][N:28](C(OC(C)(C)C)=O)[CH2:27][CH2:26]4)=[C:19]([O:38][CH3:39])[CH:18]=[CH:17][C:14]=3[C:15]\2=[O:16])=[N:2]1.Cl.CCOCC. (6) Given the product [CH3:18][C:13]1[CH:12]=[CH:11][N:10]=[C:9]([NH:2][CH2:3][C:4]([O:6][CH3:7])=[O:5])[C:14]=1[N+:15]([O-:17])=[O:16], predict the reactants needed to synthesize it. The reactants are: Cl.[NH2:2][CH2:3][C:4]([O:6][CH3:7])=[O:5].Cl[C:9]1[C:14]([N+:15]([O-:17])=[O:16])=[C:13]([CH3:18])[CH:12]=[CH:11][N:10]=1.C(N(CC)CC)C. (7) The reactants are: [NH2:1][C:2]1[CH:3]=[CH:4][C:5]([O:11][CH2:12][C:13]2[CH:18]=[CH:17][CH:16]=[CH:15][CH:14]=2)=[C:6]([NH:8][CH:9]=[O:10])[CH:7]=1.N([O-])=O.[Na+].[CH2:23]([O:25][C:26](=[O:32])[CH:27](C)[C:28](C)=O)[CH3:24].[OH-].[K+].[Cl-].[Na+].C(OC(=O)C(=NNC1C=CC(OCC2C=CC=CC=2)=C(NC=O)C=1)C)C.C(OC(=O)C(N=NC1C=CC(OCC2C=CC=CC=2)=C(NC=O)C=1)(C)C(=O)C)C.C(=O)(O)[O-].[Na+]. Given the product [CH2:23]([O:25][C:26]([C:27]1[NH:1][C:2]2[C:3]([CH:28]=1)=[CH:4][C:5]([O:11][CH2:12][C:13]1[CH:14]=[CH:15][CH:16]=[CH:17][CH:18]=1)=[C:6]([NH:8][CH:9]=[O:10])[CH:7]=2)=[O:32])[CH3:24], predict the reactants needed to synthesize it. (8) The reactants are: [NH2:1][C:2]1[CH:11]=[CH:10][C:5]([C:6]([O:8]C)=O)=[CH:4][C:3]=1C.[CH3:13][O:14][C:15]([C:17]1[CH:22]=[CH:21][C:20]([N:23]=[C:24]=[S:25])=[C:19]([CH3:26])[CH:18]=1)=[O:16].OCCN.O=S(Cl)Cl. Given the product [OH:8][CH2:6][C:5]1([NH2:23])[CH2:4][CH2:2][CH2:11][CH2:10]1.[CH3:13][O:14][C:15]([C:17]1[CH:22]=[CH:21][C:20]([N:23]=[C:24]2[S:25][CH2:11][C:2]3([CH2:3][CH2:4][CH2:5][CH2:10]3)[NH:1]2)=[C:19]([CH3:26])[CH:18]=1)=[O:16], predict the reactants needed to synthesize it. (9) Given the product [Cl:32][C:28]1[CH:27]=[C:26]([CH2:25][S:22]([N:19]2[CH2:20][CH2:21][CH:16]([C:13]3[C:12]4[C:7](=[CH:8][CH:9]=[C:10]([F:33])[CH:11]=4)[CH:6]=[C:5]([CH2:4][C:3]([OH:34])=[O:2])[C:14]=3[CH3:15])[CH2:17][CH2:18]2)(=[O:24])=[O:23])[CH:31]=[CH:30][CH:29]=1, predict the reactants needed to synthesize it. The reactants are: C[O:2][C:3](=[O:34])[CH2:4][C:5]1[C:14]([CH3:15])=[C:13]([CH:16]2[CH2:21][CH2:20][N:19]([S:22]([CH2:25][C:26]3[CH:31]=[CH:30][CH:29]=[C:28]([Cl:32])[CH:27]=3)(=[O:24])=[O:23])[CH2:18][CH2:17]2)[C:12]2[C:7](=[CH:8][CH:9]=[C:10]([F:33])[CH:11]=2)[CH:6]=1.O.[OH-].[Li+]. (10) The reactants are: [O:1]1[C:5]([C:6]([OH:8])=O)=[CH:4][N:3]=[CH:2]1.CN(C(ON1N=NC2C=CC=CC1=2)=[N+](C)C)C.[B-](F)(F)(F)F.C(N(CC)CC)C.[NH2:38][C:39]1[CH:47]=[CH:46][CH:45]=[C:44]2[C:40]=1[C:41]([C:52]([N:54]1[CH2:59][CH2:58][CH:57]([C:60]3[CH:61]=[C:62]([CH:71]=[CH:72][C:73]=3[F:74])[CH2:63][NH:64][C:65](=[O:70])[C:66]([F:69])([F:68])[F:67])[CH2:56][CH2:55]1)=[O:53])=[CH:42][N:43]2[CH2:48][CH2:49][O:50][CH3:51]. Given the product [F:74][C:73]1[CH:72]=[CH:71][C:62]([CH2:63][NH:64][C:65](=[O:70])[C:66]([F:69])([F:68])[F:67])=[CH:61][C:60]=1[CH:57]1[CH2:56][CH2:55][N:54]([C:52]([C:41]2[C:40]3[C:44](=[CH:45][CH:46]=[CH:47][C:39]=3[NH:38][C:6]([C:5]3[O:1][CH:2]=[N:3][CH:4]=3)=[O:8])[N:43]([CH2:48][CH2:49][O:50][CH3:51])[CH:42]=2)=[O:53])[CH2:59][CH2:58]1, predict the reactants needed to synthesize it.